Dataset: Reaction yield outcomes from USPTO patents with 853,638 reactions. Task: Predict the reaction yield, written as a fraction of the theoretical maximum amount of product (1.0 means a 100% yield; for example, 0.34 means a 34% yield). (1) The reactants are [NH2:1][C:2]1[C:3]([CH3:14])=[C:4]([C:9]([F:13])=[C:10]([Br:12])[CH:11]=1)[C:5]([O:7][CH3:8])=[O:6].[O:15]1[CH2:20][CH2:19][C:18](=O)[CH2:17][CH2:16]1.C(O)(=O)C.C(O[BH-](OC(=O)C)OC(=O)C)(=O)C.[Na+].C([O-])(O)=O.[Na+]. The catalyst is ClCCCl.O. The product is [Br:12][C:10]1[C:9]([F:13])=[C:4]([C:3]([CH3:14])=[C:2]([NH:1][CH:18]2[CH2:19][CH2:20][O:15][CH2:16][CH2:17]2)[CH:11]=1)[C:5]([O:7][CH3:8])=[O:6]. The yield is 0.820. (2) The reactants are [H-].[Na+].[NH:3]1[CH:7]=[CH:6][N:5]=[C:4]1[C@@H:8]([NH:12][C:13](=[O:19])[O:14][C:15]([CH3:18])([CH3:17])[CH3:16])[CH:9]([CH3:11])[CH3:10].I[CH3:21]. The catalyst is C1COCC1. The product is [CH3:10][CH:9]([CH3:11])[C@H:8]([NH:12][C:13](=[O:19])[O:14][C:15]([CH3:17])([CH3:16])[CH3:18])[C:4]1[N:3]([CH3:21])[CH:7]=[CH:6][N:5]=1. The yield is 0.760. (3) The reactants are C(=O)([O-])[O-].[K+].[K+].Br[CH2:8][C:9]([NH:11][CH2:12][CH2:13][CH2:14][CH2:15][CH2:16][CH2:17][CH3:18])=[O:10].[OH:19][CH2:20][CH2:21][CH2:22][N:23]1[CH2:28][CH2:27][NH:26][CH2:25][CH2:24]1. The catalyst is C(#N)C. The product is [CH2:12]([NH:11][C:9](=[O:10])[CH2:8][N:26]1[CH2:27][CH2:28][N:23]([CH2:22][CH2:21][CH2:20][OH:19])[CH2:24][CH2:25]1)[CH2:13][CH2:14][CH2:15][CH2:16][CH2:17][CH3:18]. The yield is 0.970. (4) The reactants are Cl[CH:2]([C:7](=O)[CH2:8][CH3:9])[C:3]([O:5][CH3:6])=[O:4].[CH3:11][C:12]1[CH:17]=[C:16]([CH3:18])[CH:15]=[CH:14][C:13]=1[C:19]1[CH:24]=[CH:23][N:22]=[N:21][C:20]=1[NH2:25]. The catalyst is O. The product is [CH3:6][O:5][C:3]([C:2]1[N:21]2[N:22]=[CH:23][CH:24]=[C:19]([C:13]3[CH:14]=[CH:15][C:16]([CH3:18])=[CH:17][C:12]=3[CH3:11])[C:20]2=[N:25][C:7]=1[CH2:8][CH3:9])=[O:4]. The yield is 0.370. (5) The product is [N+:23]([C:26]1[CH:27]=[CH:28][C:29]([CH2:32][C:33]([NH:15][CH2:14][CH2:13][N:10]2[CH2:9][CH2:8][N:7]([C:1]3[CH:2]=[CH:3][CH:4]=[CH:5][CH:6]=3)[CH2:12][CH2:11]2)=[O:34])=[CH:30][CH:31]=1)([O-:25])=[O:24]. The reactants are [C:1]1([N:7]2[CH2:12][CH2:11][N:10]([CH2:13][CH2:14][NH2:15])[CH2:9][CH2:8]2)[CH:6]=[CH:5][CH:4]=[CH:3][CH:2]=1.CCN(CC)CC.[N+:23]([C:26]1[CH:31]=[CH:30][C:29]([CH2:32][C:33](Cl)=[O:34])=[CH:28][CH:27]=1)([O-:25])=[O:24]. The yield is 0.890. The catalyst is C(Cl)Cl. (6) The reactants are [OH:1][C@@H:2]1[C@@H:6]([CH2:7][S:8][C:9]2[CH:14]=[CH:13][CH:12]=[CH:11][N:10]=2)[CH2:5][N:4]([C:15](OC(C)(C)C)=O)[CH2:3]1.Cl.C=O.[CH:25]1[N:26]=[C:27]2[CH2:34][CH:33]=[N:32][C:28]2=[C:29]([NH2:31])[N:30]=1. The catalyst is CO. The product is [NH2:31][C:29]1[C:28]2[NH:32][CH:33]=[C:34]([CH2:15][N:4]3[CH2:5][C@H:6]([CH2:7][S:8][C:9]4[CH:14]=[CH:13][CH:12]=[CH:11][N:10]=4)[C@@H:2]([OH:1])[CH2:3]3)[C:27]=2[N:26]=[CH:25][N:30]=1. The yield is 0.440.